From a dataset of Forward reaction prediction with 1.9M reactions from USPTO patents (1976-2016). Predict the product of the given reaction. Given the reactants [Cl:1][C:2]1[CH:25]=[CH:24][C:5]([CH2:6][N:7]2[C:15]3[C:10](=[CH:11][C:12](/[CH:16]=[C:17]4/[C:18](=[O:23])[NH:19][C:20](=[O:22])[S:21]/4)=[CH:13][CH:14]=3)[CH:9]=[N:8]2)=[C:4]([C:26]([F:29])([F:28])[F:27])[CH:3]=1.[CH3:30][C:31]1([CH3:38])[O:35][CH:34]([CH2:36]O)[CH2:33][O:32]1, predict the reaction product. The product is: [Cl:1][C:2]1[CH:25]=[CH:24][C:5]([CH2:6][N:7]2[C:15]3[C:10](=[CH:11][C:12](/[CH:16]=[C:17]4/[C:18](=[O:23])[N:19]([CH2:36][CH:34]5[CH2:33][O:32][C:31]([CH3:38])([CH3:30])[O:35]5)[C:20](=[O:22])[S:21]/4)=[CH:13][CH:14]=3)[CH:9]=[N:8]2)=[C:4]([C:26]([F:27])([F:29])[F:28])[CH:3]=1.